Dataset: Catalyst prediction with 721,799 reactions and 888 catalyst types from USPTO. Task: Predict which catalyst facilitates the given reaction. (1) Reactant: C[O:2][C:3](=[O:26])[CH:4]=[CH:5][C:6]1[CH:11]=[CH:10][CH:9]=[C:8]([NH:12][C:13]([C:15]2[O:16][C:17]([C:20]3[CH:25]=[CH:24][CH:23]=[CH:22][CH:21]=3)=[CH:18][CH:19]=2)=[O:14])[N:7]=1.CCO.[OH-].[Na+]. Product: [C:20]1([C:17]2[O:16][C:15]([C:13]([NH:12][C:8]3[N:7]=[C:6]([CH:5]=[CH:4][C:3]([OH:26])=[O:2])[CH:11]=[CH:10][CH:9]=3)=[O:14])=[CH:19][CH:18]=2)[CH:21]=[CH:22][CH:23]=[CH:24][CH:25]=1. The catalyst class is: 1. (2) Reactant: C([O:8][C:9]1[C:10]([F:42])=[C:11]([C:38]([F:41])=[CH:39][CH:40]=1)[CH2:12][C:13]1[C:21]2[C:16](=[N:17][CH:18]=[C:19]([C:22]3[CH:23]=[N:24][CH:25]=[CH:26][CH:27]=3)[CH:20]=2)[N:15]([Si:28]([CH:35]([CH3:37])[CH3:36])([CH:32]([CH3:34])[CH3:33])[CH:29]([CH3:31])[CH3:30])[CH:14]=1)C1C=CC=CC=1. Product: [F:42][C:10]1[C:11]([CH2:12][C:13]2[C:21]3[C:16](=[N:17][CH:18]=[C:19]([C:22]4[CH:23]=[N:24][CH:25]=[CH:26][CH:27]=4)[CH:20]=3)[N:15]([Si:28]([CH:32]([CH3:34])[CH3:33])([CH:35]([CH3:36])[CH3:37])[CH:29]([CH3:30])[CH3:31])[CH:14]=2)=[C:38]([F:41])[CH:39]=[CH:40][C:9]=1[OH:8]. The catalyst class is: 105. (3) Reactant: FC(F)(F)S([O-])(=O)=O.[Mg+2].FC(F)(F)S([O-])(=O)=O.[Si:18]([O:25][C@@H:26]([CH3:29])[CH2:27][OH:28])([C:21]([CH3:24])([CH3:23])[CH3:22])([CH3:20])[CH3:19].[O:30]1[CH2:32][C@H:31]1[C:33]([O:35][CH3:36])=[O:34].O1CC1. Product: [Si:18]([O:25][C@@H:26]([CH3:29])[CH2:27][O:28][CH2:32][C@H:31]([OH:30])[C:33]([O:35][CH3:36])=[O:34])([C:21]([CH3:24])([CH3:23])[CH3:22])([CH3:20])[CH3:19]. The catalyst class is: 25. (4) Product: [CH2:37]([O:36][C:34](=[O:35])[O:23][C:5]1[N:6]([CH2:16][C:17]2[CH:22]=[CH:21][CH:20]=[CH:19][CH:18]=2)[C:7]2[C:3]([N:4]=1)=[C:2]([NH2:1])[N:10]=[C:9]([O:11][CH2:12][CH2:13][O:14][CH3:15])[N:8]=2)[CH3:38]. The catalyst class is: 64. Reactant: [NH2:1][C:2]1[N:10]=[C:9]([O:11][CH2:12][CH2:13][O:14][CH3:15])[N:8]=[C:7]2[C:3]=1[N:4]=[C:5]([OH:23])[N:6]2[CH2:16][C:17]1[CH:22]=[CH:21][CH:20]=[CH:19][CH:18]=1.CCN(C(C)C)C(C)C.Cl[C:34]([O:36][CH2:37][CH3:38])=[O:35].CO.